This data is from CYP2D6 inhibition data for predicting drug metabolism from PubChem BioAssay. The task is: Regression/Classification. Given a drug SMILES string, predict its absorption, distribution, metabolism, or excretion properties. Task type varies by dataset: regression for continuous measurements (e.g., permeability, clearance, half-life) or binary classification for categorical outcomes (e.g., BBB penetration, CYP inhibition). Dataset: cyp2d6_veith. (1) The molecule is CC(=O)OC[C@@H]1O[C@H](C/C=N\O[C@@H]2O[C@H](COC(C)=O)[C@@H](OC(C)=O)[C@H](OC(C)=O)[C@H]2OC(C)=O)C=C[C@@H]1OC(C)=O. The result is 1 (inhibitor). (2) The molecule is CCOCC(=O)Nc1cc(C(=O)Nc2cccc(C)c2C)ccc1Cl. The result is 0 (non-inhibitor). (3) The drug is CC1(C)CCCN(C(=O)c2coc(=O)c(Br)c2)C1. The result is 0 (non-inhibitor).